Predict the reaction yield, written as a fraction of the theoretical maximum amount of product (1.0 means a 100% yield; for example, 0.34 means a 34% yield). From a dataset of Reaction yield outcomes from USPTO patents with 853,638 reactions. (1) The reactants are [CH3:1][S:2](Cl)(=[O:4])=[O:3].[F:6][CH2:7][CH2:8][CH2:9][OH:10]. The catalyst is C(Cl)Cl. The product is [CH3:1][S:2]([O:10][CH2:9][CH2:8][CH2:7][F:6])(=[O:4])=[O:3]. The yield is 0.936. (2) The reactants are [CH2:1]1[C:10]2[C:5](=[CH:6][CH:7]=[CH:8][CH:9]=2)[CH2:4][CH2:3][N:2]1[CH2:11][CH2:12][NH2:13].[N+:14]([C:17]1[CH:26]=[C:25]2[C:20]([CH2:21][CH2:22][CH2:23][C:24]2=O)=[CH:19][CH:18]=1)([O-:16])=[O:15].C(O)(C(F)(F)F)=O. The catalyst is C1(C)C=CC=CC=1.CCOC(C)=O. The product is [CH2:1]1[C:10]2[C:5](=[CH:6][CH:7]=[CH:8][CH:9]=2)[CH2:4][CH2:3][N:2]1[CH2:11][CH2:12][N:13]=[C:24]1[C:25]2[C:20](=[CH:19][CH:18]=[C:17]([N+:14]([O-:16])=[O:15])[CH:26]=2)[CH2:21][CH2:22][CH2:23]1. The yield is 0.940. (3) The yield is 0.600. The product is [CH2:33]([CH:32]([C:31]1[C:26]2[N:27]([C:23]([C:21]3[S:22][C:18]([C:6]4[N:2]([CH3:1])[N:3]=[CH:4][N:5]=4)=[CH:19][C:20]=3[CH3:39])=[C:24]([CH3:38])[N:25]=2)[N:28]=[C:29]([CH3:37])[CH:30]=1)[CH2:35][CH3:36])[CH3:34]. The catalyst is C(Cl)Cl.[Cl-].[Cl-].[Zn+2].C1C=CC(P(C2C=CC=CC=2)[C-]2C=CC=C2)=CC=1.C1C=CC(P(C2C=CC=CC=2)[C-]2C=CC=C2)=CC=1.Cl[Pd]Cl.[Fe+2]. The reactants are [CH3:1][N:2]1[CH:6]=[N:5][CH:4]=[N:3]1.C1COCC1.C([Li])CCC.Br[C:18]1[S:22][C:21]([C:23]2[N:27]3[N:28]=[C:29]([CH3:37])[CH:30]=[C:31]([CH:32]([CH2:35][CH3:36])[CH2:33][CH3:34])[C:26]3=[N:25][C:24]=2[CH3:38])=[C:20]([CH3:39])[CH:19]=1. (4) The reactants are Cl[CH2:2][CH2:3][O:4][C:5]1[CH:10]=[CH:9][C:8]([N+:11]([O-:13])=[O:12])=[CH:7][C:6]=1[O:14][CH3:15].[NH:16]1[CH2:21][CH2:20][O:19][CH2:18][CH2:17]1.[I-].[Na+].C(=O)([O-])[O-].[K+].[K+]. The catalyst is C(O)C.ClCCl. The product is [CH3:15][O:14][C:6]1[CH:7]=[C:8]([N+:11]([O-:13])=[O:12])[CH:9]=[CH:10][C:5]=1[O:4][CH2:3][CH2:2][N:16]1[CH2:21][CH2:20][O:19][CH2:18][CH2:17]1. The yield is 0.510. (5) The yield is 0.140. The catalyst is CN(C=O)C. The reactants are [OH:1][C:2]1[CH:17]=[CH:16][C:5]([CH2:6][CH2:7][NH:8][C:9](=[O:15])[O:10][C:11]([CH3:14])([CH3:13])[CH3:12])=[CH:4][CH:3]=1.CS(O[CH2:23][C:24]([F:27])([F:26])[CH3:25])(=O)=O.C(=O)([O-])[O-].[Cs+].[Cs+].O. The product is [F:26][C:24]([F:27])([CH3:25])[CH2:23][O:1][C:2]1[CH:17]=[CH:16][C:5]([CH2:6][CH2:7][NH:8][C:9](=[O:15])[O:10][C:11]([CH3:14])([CH3:12])[CH3:13])=[CH:4][CH:3]=1.